Dataset: Full USPTO retrosynthesis dataset with 1.9M reactions from patents (1976-2016). Task: Predict the reactants needed to synthesize the given product. (1) Given the product [CH3:1][C:2]1[CH:9]=[CH:8][C:5]([C:6]([NH2:7])=[O:38])=[CH:4][C:3]=1[C:10]#[C:11][C:12]1[N:16]2[N:17]=[C:18]([C:21]3[CH:26]=[CH:25][C:24]([C:27]([N:29]4[CH2:34][CH2:33][N:32]([CH3:35])[CH2:31][CH2:30]4)=[O:28])=[CH:23][CH:22]=3)[CH:19]=[CH:20][C:15]2=[N:14][CH:13]=1, predict the reactants needed to synthesize it. The reactants are: [CH3:1][C:2]1[CH:9]=[CH:8][C:5]([C:6]#[N:7])=[CH:4][C:3]=1[C:10]#[C:11][C:12]1[N:16]2[N:17]=[C:18]([C:21]3[CH:26]=[CH:25][C:24]([C:27]([N:29]4[CH2:34][CH2:33][N:32]([CH3:35])[CH2:31][CH2:30]4)=[O:28])=[CH:23][CH:22]=3)[CH:19]=[CH:20][C:15]2=[N:14][CH:13]=1.CC[OH:38].OO.[OH-].[Na+]. (2) Given the product [C:22]([CH:17]1[CH2:16][CH2:15][C:14]2[N:13]=[C:12]3[S:11][C:10]([C:26]#[N:27])=[CH:9][C:21]3=[CH:20][C:19]=2[CH2:18]1)([CH3:25])([CH3:23])[CH3:24], predict the reactants needed to synthesize it. The reactants are: C(ON=O)(C)(C)C.N[C:9]1[C:21]2[C:12](=[N:13][C:14]3[CH2:15][CH2:16][CH:17]([C:22]([CH3:25])([CH3:24])[CH3:23])[CH2:18][C:19]=3[CH:20]=2)[S:11][C:10]=1[C:26]#[N:27].O. (3) Given the product [CH3:14][O:13][C:11]([C:7]1[C:6]([NH:5][C:3](=[O:4])[CH2:2][O:29][C:24]2[CH:25]=[CH:26][C:27]([Cl:28])=[C:22]([Cl:21])[CH:23]=2)=[CH:10][S:9][CH:8]=1)=[O:12], predict the reactants needed to synthesize it. The reactants are: Cl[CH2:2][C:3]([NH:5][C:6]1[C:7]([C:11]([O:13][CH3:14])=[O:12])=[CH:8][S:9][CH:10]=1)=[O:4].C(=O)([O-])[O-].[K+].[K+].[Cl:21][C:22]1[CH:23]=[C:24]([OH:29])[CH:25]=[CH:26][C:27]=1[Cl:28].O. (4) Given the product [NH:14]1[C:15]2[CH:20]=[CH:19][CH:18]=[CH:17][C:16]=2[N:12]=[C:13]1[C:21]1[C:25]([NH:26][C:4](=[O:6])[C:3]2[C:7]([F:11])=[CH:8][CH:9]=[CH:10][C:2]=2[F:1])=[CH:24][NH:23][N:22]=1, predict the reactants needed to synthesize it. The reactants are: [F:1][C:2]1[CH:10]=[CH:9][CH:8]=[C:7]([F:11])[C:3]=1[C:4]([OH:6])=O.[NH:12]1[C:16]2[CH:17]=[CH:18][CH:19]=[CH:20][C:15]=2[N:14]=[C:13]1[C:21]1[C:25]([NH2:26])=[CH:24][NH:23][N:22]=1.C(Cl)CCl.C1C=CC2N(O)N=NC=2C=1.